This data is from Full USPTO retrosynthesis dataset with 1.9M reactions from patents (1976-2016). The task is: Predict the reactants needed to synthesize the given product. (1) Given the product [CH3:35][N:37]([CH2:6][CH:5]=[O:9])[C:11]([C:12]1[CH:17]=[CH:16][CH:15]=[CH:14][CH:13]=1)([C:24]1[CH:25]=[CH:26][CH:27]=[CH:28][CH:29]=1)[C:18]1[CH:23]=[CH:22][CH:21]=[CH:20][CH:19]=1, predict the reactants needed to synthesize it. The reactants are: CS(C)=O.[C:5](Cl)(=[O:9])[C:6](Cl)=O.[C:11](CNCCO)([C:24]1[CH:29]=[CH:28][CH:27]=[CH:26][CH:25]=1)([C:18]1[CH:23]=[CH:22][CH:21]=[CH:20][CH:19]=1)[C:12]1[CH:17]=[CH:16][CH:15]=[CH:14][CH:13]=1.[CH2:35]([N:37](CC)CC)C. (2) Given the product [Cl:25][C:26]1[CH:31]=[CH:30][C:29]([C:2]2[CH:3]=[CH:4][C:5]([C:8]#[C:9][CH2:10][CH2:11][C:12]3[CH:24]=[CH:23][C:15]([CH2:16][N:17]4[CH2:22][CH2:21][O:20][CH2:19][CH2:18]4)=[CH:14][CH:13]=3)=[N:6][CH:7]=2)=[CH:28][CH:27]=1, predict the reactants needed to synthesize it. The reactants are: Br[C:2]1[CH:3]=[CH:4][C:5]([C:8]#[C:9][CH2:10][CH2:11][C:12]2[CH:24]=[CH:23][C:15]([CH2:16][N:17]3[CH2:22][CH2:21][O:20][CH2:19][CH2:18]3)=[CH:14][CH:13]=2)=[N:6][CH:7]=1.[Cl:25][C:26]1[CH:31]=[CH:30][C:29](OB(O)O)=[CH:28][CH:27]=1. (3) Given the product [CH3:3][C:2]([O:6][C:7]1[CH:8]=[CH:9][C:10]2[C:11](=[O:27])[C:12]3[C:17]([O:18][C:19]=2[C:20]=1[O:21][C:22]([CH3:26])([CH:24]=[CH2:25])[CH3:23])=[CH:16][CH:15]=[CH:14][CH:13]=3)([CH:4]=[CH2:5])[CH3:1], predict the reactants needed to synthesize it. The reactants are: [CH3:1][C:2]([O:6][C:7]1[CH:8]=[CH:9][C:10]2[C:11](=[O:27])[C:12]3[C:17]([O:18][C:19]=2[C:20]=1[O:21][C:22]([CH3:26])([C:24]#[CH:25])[CH3:23])=[CH:16][CH:15]=[CH:14][CH:13]=3)([C:4]#[CH:5])[CH3:3].N1C2C(=CC=CC=2)C=CC=1. (4) Given the product [CH3:1][C:2]1([N:15]2[C:16]3[CH:21]=[CH:20][C:19]([S:22]([CH3:25])(=[O:24])=[O:23])=[CH:18][C:17]=3[N:26]=[CH:29]2)[CH2:7][CH2:6][N:5]([C:8]([O:10][C:11]([CH3:14])([CH3:13])[CH3:12])=[O:9])[CH2:4][CH2:3]1, predict the reactants needed to synthesize it. The reactants are: [CH3:1][C:2]1([NH:15][C:16]2[CH:21]=[CH:20][C:19]([S:22]([CH3:25])(=[O:24])=[O:23])=[CH:18][C:17]=2[N+:26]([O-])=O)[CH2:7][CH2:6][N:5]([C:8]([O:10][C:11]([CH3:14])([CH3:13])[CH3:12])=[O:9])[CH2:4][CH2:3]1.[CH:29](OC)(OC)OC. (5) The reactants are: [F:1][C:2]1[C:3]2[O:28][N:27]=[C:26]([C:29]#[N:30])[C:4]=2[CH:5]=[C:6]2[C:19]=1[N:18]1[CH2:20][C@@H:21]([CH3:25])[O:22][C@@H:23]([CH3:24])[C@@H:17]1[C:8]1([C:13](=[O:14])[NH:12][C:11](=[O:15])[NH:10][C:9]1=[O:16])[CH2:7]2.[NH4+]=[S:32]. Given the product [F:1][C:2]1[C:3]2[O:28][N:27]=[C:26]([C:29](=[S:32])[NH2:30])[C:4]=2[CH:5]=[C:6]2[C:19]=1[N:18]1[CH2:20][C@@H:21]([CH3:25])[O:22][C@@H:23]([CH3:24])[C@@H:17]1[C:8]1([C:13](=[O:14])[NH:12][C:11](=[O:15])[NH:10][C:9]1=[O:16])[CH2:7]2, predict the reactants needed to synthesize it.